From a dataset of Kir2.1 potassium channel HTS with 301,493 compounds. Binary Classification. Given a drug SMILES string, predict its activity (active/inactive) in a high-throughput screening assay against a specified biological target. (1) The compound is O1CCN(CC1)CCNC(=O)CC(=O)Nc1ccc(cc1)C. The result is 0 (inactive). (2) The drug is s1nc(c(N)c1C(=O)N(C(C(=O)NC1CCCC1)c1ccc(O)cc1)CCCOCC)C(=O)N. The result is 0 (inactive). (3) The compound is O=C(NC1CC2N(C(C1)CCC2)C1CCCC1)NC1CCCCC1. The result is 0 (inactive). (4) The compound is O=C(N1Cc2c(nc3c(c2)cccc3)C1)/C=C\C(O)=O. The result is 0 (inactive). (5) The molecule is S(c1n(c2c(n1)cccc2)CCC#N)CC(=O)NCCc1ccc(F)cc1. The result is 1 (active). (6) The compound is S(=O)(=O)(Nc1cc(ccc1)C(O)=O)c1c2nsnc2ccc1. The result is 0 (inactive). (7) The drug is O(c1cc(O)c(C(=O)c2ccccc2)cc1)C. The result is 0 (inactive). (8) The compound is S(=O)(=O)(N1CCC(CC1)C)c1c(ccc([N+]([O-])=O)c1)C. The result is 0 (inactive).